From a dataset of Reaction yield outcomes from USPTO patents with 853,638 reactions. Predict the reaction yield, written as a fraction of the theoretical maximum amount of product (1.0 means a 100% yield; for example, 0.34 means a 34% yield). (1) The reactants are [CH3:1][C:2]1[C:9]([C:10]2[S:11][C:12]([C:21]([OH:23])=O)=[C:13]([C:15]3[CH:20]=[CH:19][CH:18]=[CH:17][CH:16]=3)[N:14]=2)=[C:5]2[S:6][CH:7]=[CH:8][N:4]2[N:3]=1.[Cl-].[NH4+].C1C=CC2N(O)N=[N:32]C=2C=1.CCN=C=NCCCN(C)C. The catalyst is CN(C=O)C. The product is [CH3:1][C:2]1[C:9]([C:10]2[S:11][C:12]([C:21]([NH2:32])=[O:23])=[C:13]([C:15]3[CH:20]=[CH:19][CH:18]=[CH:17][CH:16]=3)[N:14]=2)=[C:5]2[S:6][CH:7]=[CH:8][N:4]2[N:3]=1. The yield is 0.900. (2) The reactants are CCN(S(F)(F)[F:7])CC.O[C@@H:11]1[CH2:15][CH2:14][N:13]([C:16]([O:18][C:19]([CH3:22])([CH3:21])[CH3:20])=[O:17])[C@@H:12]1[C:23](=[O:43])[NH:24][CH2:25][C:26]1[CH:31]=[C:30]([C:32]2[CH:33]=[N:34][C:35]([C:38]([F:41])([F:40])[F:39])=[N:36][CH:37]=2)[CH:29]=[C:28]([CH3:42])[N:27]=1. The catalyst is ClCCl. The product is [F:7][C@H:11]1[CH2:15][CH2:14][N:13]([C:16]([O:18][C:19]([CH3:20])([CH3:21])[CH3:22])=[O:17])[C@@H:12]1[C:23](=[O:43])[NH:24][CH2:25][C:26]1[CH:31]=[C:30]([C:32]2[CH:37]=[N:36][C:35]([C:38]([F:40])([F:41])[F:39])=[N:34][CH:33]=2)[CH:29]=[C:28]([CH3:42])[N:27]=1. The yield is 0.390. (3) The reactants are C([O:4][CH2:5][C:6]([NH:8][C:9]1[CH:14]=[CH:13][C:12]([O:15][CH3:16])=[CH:11][C:10]=1[CH:17]=O)=O)(=O)C.[NH3:19]. The catalyst is CCO. The product is [CH3:16][O:15][C:12]1[CH:11]=[C:10]2[C:9](=[CH:14][CH:13]=1)[N:8]=[C:6]([CH2:5][OH:4])[N:19]=[CH:17]2. The yield is 0.900. (4) The reactants are Cl.C[O:3][C:4](=O)[C@H:5]([CH2:7][C:8]1[CH:13]=[CH:12][CH:11]=[CH:10][CH:9]=1)[NH2:6].[OH-].[NH4+:16]. The catalyst is O. The product is [NH2:6][C@@H:5]([CH2:7][C:8]1[CH:13]=[CH:12][CH:11]=[CH:10][CH:9]=1)[C:4]([NH2:16])=[O:3]. The yield is 0.590. (5) The yield is 0.740. The catalyst is S(=O)(=O)(O)O. The product is [CH2:11]([O:5][C:4](=[O:6])[C:3]1[CH:7]=[CH:8][CH:9]=[N:10][C:2]=1[NH2:1])[CH3:12]. The reactants are [NH2:1][C:2]1[N:10]=[CH:9][CH:8]=[CH:7][C:3]=1[C:4]([OH:6])=[O:5].[CH3:11][CH2:12]O. (6) The reactants are [CH3:1][CH:2]1[CH2:7][C:6]([C:8]2[CH:13]=[CH:12][N:11]=[CH:10][C:9]=2[N+:14]([O-:16])=[O:15])=[CH:5]C=C1.C1C(=O)N([Br:24])C(=O)C1.C([O:28][CH2:29][CH3:30])(=O)C. The catalyst is C1COCC1.O. The product is [Br:24][CH:30]1[CH:29]([OH:28])[CH:5]=[C:6]([C:8]2[CH:13]=[CH:12][N:11]=[CH:10][C:9]=2[N+:14]([O-:16])=[O:15])[CH2:7][CH:2]1[CH3:1]. The yield is 0.800.